Dataset: NCI-60 drug combinations with 297,098 pairs across 59 cell lines. Task: Regression. Given two drug SMILES strings and cell line genomic features, predict the synergy score measuring deviation from expected non-interaction effect. (1) Drug 1: C1=NC2=C(N=C(N=C2N1C3C(C(C(O3)CO)O)O)F)N. Drug 2: CC1C(C(CC(O1)OC2CC(OC(C2O)C)OC3=CC4=CC5=C(C(=O)C(C(C5)C(C(=O)C(C(C)O)O)OC)OC6CC(C(C(O6)C)O)OC7CC(C(C(O7)C)O)OC8CC(C(C(O8)C)O)(C)O)C(=C4C(=C3C)O)O)O)O. Cell line: NCIH23. Synergy scores: CSS=50.4, Synergy_ZIP=-1.05, Synergy_Bliss=0.658, Synergy_Loewe=-22.3, Synergy_HSA=-3.12. (2) Synergy scores: CSS=56.3, Synergy_ZIP=3.89, Synergy_Bliss=0.332, Synergy_Loewe=-18.6, Synergy_HSA=-0.628. Cell line: HS 578T. Drug 1: C1=CC=C(C=C1)NC(=O)CCCCCCC(=O)NO. Drug 2: C#CCC(CC1=CN=C2C(=N1)C(=NC(=N2)N)N)C3=CC=C(C=C3)C(=O)NC(CCC(=O)O)C(=O)O. (3) Drug 1: CC1=C2C(C(=O)C3(C(CC4C(C3C(C(C2(C)C)(CC1OC(=O)C(C(C5=CC=CC=C5)NC(=O)OC(C)(C)C)O)O)OC(=O)C6=CC=CC=C6)(CO4)OC(=O)C)O)C)O. Drug 2: CC1C(C(CC(O1)OC2CC(OC(C2O)C)OC3=CC4=CC5=C(C(=O)C(C(C5)C(C(=O)C(C(C)O)O)OC)OC6CC(C(C(O6)C)O)OC7CC(C(C(O7)C)O)OC8CC(C(C(O8)C)O)(C)O)C(=C4C(=C3C)O)O)O)O. Cell line: SF-539. Synergy scores: CSS=66.5, Synergy_ZIP=12.0, Synergy_Bliss=14.0, Synergy_Loewe=7.02, Synergy_HSA=12.6. (4) Drug 1: C1C(C(OC1N2C=C(C(=O)NC2=O)F)CO)O. Drug 2: CC1C(C(CC(O1)OC2CC(CC3=C2C(=C4C(=C3O)C(=O)C5=C(C4=O)C(=CC=C5)OC)O)(C(=O)CO)O)N)O.Cl. Cell line: HCC-2998. Synergy scores: CSS=43.3, Synergy_ZIP=-1.42, Synergy_Bliss=-1.55, Synergy_Loewe=-1.56, Synergy_HSA=2.33. (5) Drug 1: C1=CC(=C2C(=C1NCCNCCO)C(=O)C3=C(C=CC(=C3C2=O)O)O)NCCNCCO. Drug 2: COC1=CC(=CC(=C1O)OC)C2C3C(COC3=O)C(C4=CC5=C(C=C24)OCO5)OC6C(C(C7C(O6)COC(O7)C8=CC=CS8)O)O. Cell line: OVCAR-4. Synergy scores: CSS=20.9, Synergy_ZIP=-6.41, Synergy_Bliss=-3.88, Synergy_Loewe=-4.07, Synergy_HSA=-0.688.